This data is from Catalyst prediction with 721,799 reactions and 888 catalyst types from USPTO. The task is: Predict which catalyst facilitates the given reaction. (1) Reactant: C[O:2][C:3](=[O:29])/[CH:4]=[CH:5]/[C:6]1[CH:7]=[C:8]2[C:25](=[CH:26][CH:27]=1)[O:24][C:11]1([CH2:16][CH2:15][CH2:14][N:13]([CH2:17][C:18]3[CH:23]=[CH:22][CH:21]=[CH:20][CH:19]=3)[CH2:12]1)[CH2:10][C:9]2=[O:28].Cl. Product: [CH2:17]([N:13]1[CH2:14][CH2:15][CH2:16][C:11]2([CH2:10][C:9](=[O:28])[C:8]3[C:25](=[CH:26][CH:27]=[C:6](/[CH:5]=[CH:4]/[C:3]([OH:29])=[O:2])[CH:7]=3)[O:24]2)[CH2:12]1)[C:18]1[CH:19]=[CH:20][CH:21]=[CH:22][CH:23]=1. The catalyst class is: 52. (2) Reactant: [Cl:1][C:2]1[CH:3]=[C:4]2[C:8](=[CH:9][CH:10]=1)[NH:7][CH:6]=[C:5]2[CH2:11][CH2:12][NH:13][C:14](=[O:23])[C:15]1[CH:20]=[CH:19][C:18]([CH2:21]Cl)=[CH:17][CH:16]=1.[NH:24]1[CH2:28][CH2:27][CH2:26][CH2:25]1.[I-].[Na+]. Product: [Cl:1][C:2]1[CH:3]=[C:4]2[C:8](=[CH:9][CH:10]=1)[NH:7][CH:6]=[C:5]2[CH2:11][CH2:12][NH:13][C:14](=[O:23])[C:15]1[CH:20]=[CH:19][C:18]([CH2:21][N:24]2[CH2:28][CH2:27][CH2:26][CH2:25]2)=[CH:17][CH:16]=1. The catalyst class is: 1.